This data is from Reaction yield outcomes from USPTO patents with 853,638 reactions. The task is: Predict the reaction yield, written as a fraction of the theoretical maximum amount of product (1.0 means a 100% yield; for example, 0.34 means a 34% yield). (1) The reactants are [CH2:1]([O:8][C:9]1[CH:14]=[C:13](Br)[CH:12]=[CH:11][C:10]=1[C@H:16]1[N:19]([C:20]2[CH:25]=[CH:24][CH:23]=[CH:22][CH:21]=2)[C:18](=[O:26])[C@@H:17]1[CH2:27][CH2:28][C@@H:29]([C:31]1[CH:36]=[CH:35][C:34]([F:37])=[CH:33][CH:32]=1)[OH:30])[C:2]1[CH:7]=[CH:6][CH:5]=[CH:4][CH:3]=1.[C:38]([O:41][C@@H:42]1[C@@H:47]([O:48][C:49](=[O:51])[CH3:50])[C@H:46]([O:52][C:53](=[O:55])[CH3:54])[C@@H:45]([CH2:56][O:57][C:58](=[O:60])[CH3:59])[O:44][C@H:43]1[C:61]1[CH:66]=[CH:65][C:64](B2OC(C)(C)C(C)(C)O2)=[CH:63][CH:62]=1)(=[O:40])[CH3:39].C(=O)([O-])[O-].[K+].[K+].C1(P(C2C=CC=CC=2)C2C=CC=CC=2)C=CC=CC=1.C(=O)(O)[O-]. The catalyst is [Pd](Cl)Cl.C(OCC)(=O)C.CCCCCC.C1(C)C=CC=CC=1. The product is [C:38]([O:41][C@@H:42]1[C@@H:47]([O:48][C:49](=[O:51])[CH3:50])[C@H:46]([O:52][C:53](=[O:55])[CH3:54])[C@@H:45]([CH2:56][O:57][C:58](=[O:60])[CH3:59])[O:44][C@H:43]1[C:61]1[CH:66]=[CH:65][C:64]([C:13]2[CH:12]=[CH:11][C:10]([C@@H:16]3[C@@H:17]([CH2:27][CH2:28][C@@H:29]([C:31]4[CH:32]=[CH:33][C:34]([F:37])=[CH:35][CH:36]=4)[OH:30])[C:18](=[O:26])[N:19]3[C:20]3[CH:25]=[CH:24][CH:23]=[CH:22][CH:21]=3)=[C:9]([O:8][CH2:1][C:2]3[CH:7]=[CH:6][CH:5]=[CH:4][CH:3]=3)[CH:14]=2)=[CH:63][CH:62]=1)(=[O:40])[CH3:39]. The yield is 0.780. (2) The reactants are [CH2:1]([NH:4][C:5](=[O:13])[C:6]1[CH:11]=[CH:10][CH:9]=[C:8](Br)[CH:7]=1)[CH2:2][CH3:3].[CH:14]1[C:23]2[C:18](=[CH:19][CH:20]=[CH:21][CH:22]=2)[CH:17]=[CH:16][C:15]=1B(O)O. No catalyst specified. The product is [CH2:1]([NH:4][C:5](=[O:13])[C:6]1[CH:11]=[CH:10][CH:9]=[C:8]([C:16]2[CH:15]=[CH:14][C:23]3[C:18](=[CH:19][CH:20]=[CH:21][CH:22]=3)[CH:17]=2)[CH:7]=1)[CH2:2][CH3:3]. The yield is 0.570. (3) The reactants are [CH2:1]([O:3][P:4]([CH2:9][CH2:10][C:11]([CH3:28])=[CH:12][CH2:13][C:14]1[C:15]([OH:27])=[C:16]2[C:20](=[C:21]([CH3:25])[C:22]=1[O:23][CH3:24])[CH2:19][O:18][C:17]2=[O:26])(=[O:8])[O:5]CC)[CH3:2].[Li+].[OH-].CO.Cl. The catalyst is [Cl-].[Na+].O.O. The product is [CH2:1]([O:3][P:4]([CH2:9][CH2:10][C:11]([CH3:28])=[CH:12][CH2:13][C:14]1[C:15]([OH:27])=[C:16]2[C:20](=[C:21]([CH3:25])[C:22]=1[O:23][CH3:24])[CH2:19][O:18][C:17]2=[O:26])(=[O:5])[OH:8])[CH3:2]. The yield is 0.280.